Dataset: Forward reaction prediction with 1.9M reactions from USPTO patents (1976-2016). Task: Predict the product of the given reaction. (1) Given the reactants [CH2:1]([O:5][C:6]1[CH:17]=[C:16]([C:18]([F:21])([F:20])[F:19])[CH:15]=[CH:14][C:7]=1[C:8](N(OC)C)=[O:9])[CH2:2][CH2:3][CH3:4].[H-].[H-].[H-].[H-].[Li+].[Al+3], predict the reaction product. The product is: [CH2:1]([O:5][C:6]1[CH:17]=[C:16]([C:18]([F:19])([F:20])[F:21])[CH:15]=[CH:14][C:7]=1[CH:8]=[O:9])[CH2:2][CH2:3][CH3:4]. (2) Given the reactants [CH3:1][Si:2]([CH3:31])([CH3:30])[CH2:3][CH2:4][O:5][CH2:6][N:7]1[C:11]2[N:12]=[CH:13][N:14]=[C:15]([N:16]3[CH2:20][CH2:19][C@@H:18]([NH:21][C:22]4[CH:29]=[CH:28][C:25]([C:26]#[N:27])=[CH:24][N:23]=4)[CH2:17]3)[C:10]=2[CH:9]=[CH:8]1.[H-].[Na+].Br[CH2:35][CH3:36], predict the reaction product. The product is: [CH2:35]([N:21]([C@@H:18]1[CH2:19][CH2:20][N:16]([C:15]2[C:10]3[CH:9]=[CH:8][N:7]([CH2:6][O:5][CH2:4][CH2:3][Si:2]([CH3:31])([CH3:30])[CH3:1])[C:11]=3[N:12]=[CH:13][N:14]=2)[CH2:17]1)[C:22]1[CH:29]=[CH:28][C:25]([C:26]#[N:27])=[CH:24][N:23]=1)[CH3:36]. (3) Given the reactants C([O:3][C:4](=O)[NH:5][CH2:6][CH2:7][C:8]1[CH:13]=[CH:12][C:11]([O:14][CH3:15])=[CH:10][CH:9]=1)C.O=P12OP3(OP(OP(O3)(O1)=O)(=O)O2)=O, predict the reaction product. The product is: [CH3:15][O:14][C:11]1[CH:12]=[C:13]2[C:8]([CH2:7][CH2:6][NH:5][C:4]2=[O:3])=[CH:9][CH:10]=1. (4) Given the reactants [Cl:1][C:2]1[CH:10]=[C:9]2[C:5]([C:6]([C:11]([N:13]3[CH2:18][CH2:17][CH:16]([C:19]4[CH:24]=[CH:23][CH:22]=[CH:21][C:20]=4[O:25][CH3:26])[CH2:15][CH2:14]3)=[O:12])=[CH:7][NH:8]2)=[CH:4][CH:3]=1.Cl[CH2:28][C:29]([NH:31][CH3:32])=[O:30], predict the reaction product. The product is: [Cl:1][C:2]1[CH:10]=[C:9]2[C:5]([C:6]([C:11]([N:13]3[CH2:18][CH2:17][CH:16]([C:19]4[CH:24]=[CH:23][CH:22]=[CH:21][C:20]=4[O:25][CH3:26])[CH2:15][CH2:14]3)=[O:12])=[CH:7][N:8]2[CH2:28][C:29]([NH:31][CH3:32])=[O:30])=[CH:4][CH:3]=1. (5) Given the reactants Br[C:2]1[S:3][CH:4]=[CH:5][CH:6]=1.[CH2:7]([O:9][C:10]1[CH:15]=[CH:14][C:13](B(O)O)=[CH:12][CH:11]=1)[CH3:8], predict the reaction product. The product is: [CH2:7]([O:9][C:10]1[CH:15]=[CH:14][C:13]([C:2]2[S:3][CH:4]=[CH:5][CH:6]=2)=[CH:12][CH:11]=1)[CH3:8].